From a dataset of Forward reaction prediction with 1.9M reactions from USPTO patents (1976-2016). Predict the product of the given reaction. (1) Given the reactants [C:9](O[C:9]([O:11][C:12]([CH3:15])([CH3:14])[CH3:13])=[O:10])([O:11][C:12]([CH3:15])([CH3:14])[CH3:13])=[O:10].[Br:16][C:17]1[CH:27]=[CH:26][C:20]2[NH:21][C:22](=[O:25])[CH2:23][O:24][C:19]=2[CH:18]=1.CCOC(C)=O, predict the reaction product. The product is: [Br:16][C:17]1[CH:27]=[CH:26][C:20]2[N:21]([C:9]([O:11][C:12]([CH3:13])([CH3:14])[CH3:15])=[O:10])[C:22](=[O:25])[CH2:23][O:24][C:19]=2[CH:18]=1. (2) The product is: [CH2:1]([NH:4][S:5]([CH2:8][C:9]1[CH:10]=[CH:11][C:12]([NH2:15])=[CH:13][CH:14]=1)(=[O:6])=[O:7])[C:2]#[CH:3]. Given the reactants [CH2:1]([NH:4][S:5]([CH2:8][C:9]1[CH:14]=[CH:13][C:12]([N+:15]([O-])=O)=[CH:11][CH:10]=1)(=[O:7])=[O:6])[C:2]#[CH:3].[NH4+].[Cl-], predict the reaction product.